This data is from Forward reaction prediction with 1.9M reactions from USPTO patents (1976-2016). The task is: Predict the product of the given reaction. Given the reactants [O:1]=[C:2]1[NH:6][C@H:5]([C:7]([O:9][CH2:10][CH3:11])=[O:8])[CH2:4][CH2:3]1.C[Si](C)(C)[N-][Si](C)(C)C.[Li+].Br[CH2:23][C:24]1[CH:29]=[CH:28][C:27]([B:30]2[O:34][C:33]([CH3:36])([CH3:35])[C:32]([CH3:38])([CH3:37])[O:31]2)=[CH:26][CH:25]=1.C(O)(=O)C, predict the reaction product. The product is: [O:1]=[C:2]1[NH:6][C:5]([CH2:23][C:24]2[CH:25]=[CH:26][C:27]([B:30]3[O:31][C:32]([CH3:38])([CH3:37])[C:33]([CH3:36])([CH3:35])[O:34]3)=[CH:28][CH:29]=2)([C:7]([O:9][CH2:10][CH3:11])=[O:8])[CH2:4][CH2:3]1.